Dataset: Reaction yield outcomes from USPTO patents with 853,638 reactions. Task: Predict the reaction yield, written as a fraction of the theoretical maximum amount of product (1.0 means a 100% yield; for example, 0.34 means a 34% yield). (1) The product is [Cl:1][C:2]1[N:7]=[C:6]([NH:18][C:15]2[CH:14]=[C:13]([CH:10]3[CH2:12][CH2:11]3)[NH:17][N:16]=2)[CH:5]=[C:4]([CH3:9])[N:3]=1. The catalyst is C(O)CCC.C(OCC)(=O)C. The reactants are [Cl:1][C:2]1[N:7]=[C:6](Cl)[CH:5]=[C:4]([CH3:9])[N:3]=1.[CH:10]1([C:13]2[NH:17][N:16]=[C:15]([NH2:18])[CH:14]=2)[CH2:12][CH2:11]1.C(N(C(C)C)CC)(C)C. The yield is 0.500. (2) The reactants are Br[C:2]1[CH:3]=[C:4]2[C@@:11]3([C:16]([F:18])([F:17])[CH2:15][O:14][C:13]([NH2:19])=[N:12]3)[CH2:10][CH2:9][O:8][C:5]2=[CH:6][CH:7]=1.[Cl:20][C:21]1[CH:22]=[C:23](B(O)O)[CH:24]=[C:25]([Cl:27])[CH:26]=1. No catalyst specified. The product is [Cl:20][C:21]1[CH:22]=[C:23]([C:2]2[CH:3]=[C:4]3[C@@:11]4([C:16]([F:18])([F:17])[CH2:15][O:14][C:13]([NH2:19])=[N:12]4)[CH2:10][CH2:9][O:8][C:5]3=[CH:6][CH:7]=2)[CH:24]=[C:25]([Cl:27])[CH:26]=1. The yield is 0.580.